This data is from Full USPTO retrosynthesis dataset with 1.9M reactions from patents (1976-2016). The task is: Predict the reactants needed to synthesize the given product. (1) Given the product [Cl:1][C:2]1[CH:3]=[C:4]([CH:14]([OH:16])[CH3:15])[C:5]2[O:11][CH2:10][CH2:9][N:8]([C:22]([O:21][C:17]([CH3:20])([CH3:19])[CH3:18])=[O:23])[CH2:7][C:6]=2[C:12]=1[CH3:13], predict the reactants needed to synthesize it. The reactants are: [Cl:1][C:2]1[CH:3]=[C:4]([CH:14]([OH:16])[CH3:15])[C:5]2[O:11][CH2:10][CH2:9][NH:8][CH2:7][C:6]=2[C:12]=1[CH3:13].[C:17]([O:21][C:22](O[C:22]([O:21][C:17]([CH3:20])([CH3:19])[CH3:18])=[O:23])=[O:23])([CH3:20])([CH3:19])[CH3:18].C(N(CC)C(C)C)(C)C. (2) Given the product [O:46]1[C:50]2[CH:51]=[CH:52][C:53]([C:2]3[C:10]4[C:5](=[CH:6][CH:7]=[C:8]([C:11]([NH:13][C@@H:14]5[CH2:19][CH2:18][CH2:17][N:16]([C:20]([O:22][C:23]([CH3:26])([CH3:25])[CH3:24])=[O:21])[CH2:15]5)=[O:12])[CH:9]=4)[N:4]([C:27]([C:40]4[CH:45]=[CH:44][CH:43]=[CH:42][CH:41]=4)([C:34]4[CH:39]=[CH:38][CH:37]=[CH:36][CH:35]=4)[C:28]4[CH:33]=[CH:32][CH:31]=[CH:30][CH:29]=4)[N:3]=3)=[CH:54][C:49]=2[CH2:48][CH2:47]1, predict the reactants needed to synthesize it. The reactants are: Br[C:2]1[C:10]2[C:5](=[CH:6][CH:7]=[C:8]([C:11]([NH:13][C@@H:14]3[CH2:19][CH2:18][CH2:17][N:16]([C:20]([O:22][C:23]([CH3:26])([CH3:25])[CH3:24])=[O:21])[CH2:15]3)=[O:12])[CH:9]=2)[N:4]([C:27]([C:40]2[CH:45]=[CH:44][CH:43]=[CH:42][CH:41]=2)([C:34]2[CH:39]=[CH:38][CH:37]=[CH:36][CH:35]=2)[C:28]2[CH:33]=[CH:32][CH:31]=[CH:30][CH:29]=2)[N:3]=1.[O:46]1[C:50]2[CH:51]=[CH:52][C:53](B(O)O)=[CH:54][C:49]=2[CH2:48][CH2:47]1. (3) Given the product [O:31]=[C:26]1[CH2:25][C:24]2[C:28](=[CH:29][CH:30]=[C:22]([CH2:21][C:20]3[CH:19]=[CH:18][C:17]([NH:16][C:8]([C:7]4[N:3]([CH2:1][CH3:2])[N:4]=[C:5]([CH3:11])[CH:6]=4)=[O:10])=[CH:33][CH:32]=3)[CH:23]=2)[NH:27]1, predict the reactants needed to synthesize it. The reactants are: [CH2:1]([N:3]1[C:7]([C:8]([OH:10])=O)=[CH:6][C:5]([CH3:11])=[N:4]1)[CH3:2].S(Cl)(Cl)=O.[NH2:16][C:17]1[CH:33]=[CH:32][C:20]([CH2:21][C:22]2[CH:23]=[C:24]3[C:28](=[CH:29][CH:30]=2)[NH:27][C:26](=[O:31])[CH2:25]3)=[CH:19][CH:18]=1. (4) The reactants are: [CH:1]([OH:4])([CH3:3])[CH3:2].[N+:5]([C:8]1[CH:13]=[C:12]([N+:14]([O-:16])=[O:15])[CH:11]=[CH:10][C:9]=1[CH2:17][C:18](Cl)=[O:19])([O-:7])=[O:6]. Given the product [N+:5]([C:8]1[CH:13]=[C:12]([N+:14]([O-:16])=[O:15])[CH:11]=[CH:10][C:9]=1[CH2:17][C:18]([O:4][CH:1]([CH3:3])[CH3:2])=[O:19])([O-:7])=[O:6], predict the reactants needed to synthesize it. (5) Given the product [N:1]1[CH:6]=[CH:5][CH:4]=[CH:3][C:2]=1[CH2:7][N:8]([CH2:15][C:16]1[CH:21]=[CH:20][CH:19]=[CH:18][N:17]=1)[CH2:9][CH2:10][CH2:11][CH2:12][CH2:13][NH:14][C:23](=[S:24])[NH:22][C:25]1[CH:30]=[CH:29][C:28]([S:31]([NH2:34])(=[O:32])=[O:33])=[CH:27][CH:26]=1, predict the reactants needed to synthesize it. The reactants are: [N:1]1[CH:6]=[CH:5][CH:4]=[CH:3][C:2]=1[CH2:7][N:8]([CH2:15][C:16]1[CH:21]=[CH:20][CH:19]=[CH:18][N:17]=1)[CH2:9][CH2:10][CH2:11][CH2:12][CH2:13][NH2:14].[N:22]([C:25]1[CH:30]=[CH:29][C:28]([S:31]([NH2:34])(=[O:33])=[O:32])=[CH:27][CH:26]=1)=[C:23]=[S:24]. (6) Given the product [CH3:1][NH:2][CH:10]1[CH2:14][CH2:13][N:12]([C:15]([C:17]2[CH:18]=[C:19]3[C:23](=[CH:24][CH:25]=2)[NH:22][C:21]([C:26]2[C:35](=[O:36])[NH:34][C:33]4[C:28]([N:27]=2)=[CH:29][CH:30]=[CH:31][CH:32]=4)=[C:20]3[N+:37]([O-:39])=[O:38])=[O:16])[CH2:11]1, predict the reactants needed to synthesize it. The reactants are: [CH3:1][N:2]([CH:10]1[CH2:14][CH2:13][N:12]([C:15]([C:17]2[CH:18]=[C:19]3[C:23](=[CH:24][CH:25]=2)[NH:22][C:21]([C:26]2[C:35](=[O:36])[NH:34][C:33]4[C:28](=[CH:29][CH:30]=[CH:31][CH:32]=4)[N:27]=2)=[C:20]3[N+:37]([O-:39])=[O:38])=[O:16])[CH2:11]1)C(=O)OC(C)(C)C.C(O)(C(F)(F)F)=O.C([O-])(O)=O.[Na+]. (7) Given the product [Br:12][C:13]1[C:14]([C@@H:19]([NH:20][S@@:21]([C:23]([CH3:26])([CH3:25])[CH3:24])=[O:22])[CH2:5][C:4]2[CH:3]=[C:2]([F:1])[CH:10]=[C:9]([F:11])[CH:8]=2)=[N:15][CH:16]=[N:17][CH:18]=1.[Br:12][C:13]1[C:14]([C@H:19]([NH:20][S@@:21]([C:23]([CH3:26])([CH3:25])[CH3:24])=[O:22])[CH2:5][C:4]2[CH:3]=[C:2]([F:1])[CH:10]=[C:9]([F:11])[CH:8]=2)=[N:15][CH:16]=[N:17][CH:18]=1, predict the reactants needed to synthesize it. The reactants are: [F:1][C:2]1[CH:3]=[C:4]([CH:8]=[C:9]([F:11])[CH:10]=1)[CH2:5][Mg]Br.[Br:12][C:13]1[C:14]([CH:19]=[N:20][S:21]([C:23]([CH3:26])([CH3:25])[CH3:24])=[O:22])=[N:15][CH:16]=[N:17][CH:18]=1.[Cl-].[NH4+]. (8) Given the product [Br:19][C:20]1[C:21]([C:26]2[NH:30][CH:29]=[N:28][N:27]=2)=[C:22]([NH:25][C:14](=[O:16])[CH2:13][C:7]2[CH:6]=[C:5]3[C:10]([CH:11]=[CH:12][C:3]([C:2]([F:1])([F:18])[F:17])=[N:4]3)=[CH:9][CH:8]=2)[S:23][CH:24]=1, predict the reactants needed to synthesize it. The reactants are: [F:1][C:2]([F:18])([F:17])[C:3]1[CH:12]=[CH:11][C:10]2[C:5](=[CH:6][C:7]([CH2:13][C:14]([OH:16])=O)=[CH:8][CH:9]=2)[N:4]=1.[Br:19][C:20]1[C:21]([C:26]2[NH:30][CH:29]=[N:28][N:27]=2)=[C:22]([NH2:25])[S:23][CH:24]=1.C1C=NC2N(O)N=NC=2C=1. (9) The reactants are: [CH2:1]([O:3][CH:4]([O:13][CH2:14][CH3:15])[CH2:5][NH:6][CH2:7][C:8]([O:10][CH2:11][CH3:12])=[O:9])[CH3:2].C(N(CC)CC)C.[Cl:23][C:24]1[CH:25]=[C:26]2[C:31](=[CH:32][CH:33]=1)[CH:30]=[C:29]([S:34](Cl)(=[O:36])=[O:35])[CH:28]=[CH:27]2.[Cl-].[Na+]. Given the product [Cl:23][C:24]1[CH:25]=[C:26]2[C:31](=[CH:32][CH:33]=1)[CH:30]=[C:29]([S:34]([N:6]([CH2:5][CH:4]([O:3][CH2:1][CH3:2])[O:13][CH2:14][CH3:15])[CH2:7][C:8]([O:10][CH2:11][CH3:12])=[O:9])(=[O:36])=[O:35])[CH:28]=[CH:27]2, predict the reactants needed to synthesize it.